This data is from Reaction yield outcomes from USPTO patents with 853,638 reactions. The task is: Predict the reaction yield, written as a fraction of the theoretical maximum amount of product (1.0 means a 100% yield; for example, 0.34 means a 34% yield). (1) The reactants are C(OC([N:8]1[CH2:13][CH2:12][C@@H:11]([C:14]2[CH:15]=[C:16]3[C:25](=[CH:26][C:27]=2[C:28]2[CH:33]=[CH:32][CH:31]=[CH:30][C:29]=2[F:34])[O:24][CH2:23][C:22]2[N:17]3[C@H:18]([CH3:36])[C:19](=[O:35])[NH:20][N:21]=2)[C@@H:10]([CH3:37])[CH2:9]1)=O)(C)(C)C.[ClH:38]. No catalyst specified. The product is [ClH:38].[F:34][C:29]1[CH:30]=[CH:31][CH:32]=[CH:33][C:28]=1[C:27]1[CH:26]=[C:25]2[C:16]([N:17]3[C:22]([CH2:23][O:24]2)=[N:21][NH:20][C:19](=[O:35])[C@H:18]3[CH3:36])=[CH:15][C:14]=1[C@@H:11]1[CH2:12][CH2:13][NH:8][CH2:9][C@@H:10]1[CH3:37]. The yield is 0.980. (2) The reactants are [CH3:1][C@:2]12[CH2:19][CH2:18][C@H:17]3[C@@H:7]([CH2:8][CH2:9][C:10]4[C@:15]3([CH3:16])[CH2:14][CH2:13][C:12](=[O:20])[CH:11]=4)[C@@H:6]1[CH2:5][CH:4]=[CH:3]2.[CH3:21]OC(OC)(C)C.CO.C(=O)(O)[O-].[Na+]. The catalyst is CN(C=O)C.O.C1(C)C=CC(S(O)(=O)=O)=CC=1. The product is [CH3:21][O:20][C:12]1[CH2:13][CH2:14][C@@:15]2([CH3:16])[C:10](=[CH:9][CH2:8][C@@H:7]3[C@@H:17]2[CH2:18][CH2:19][C@@:2]2([CH3:1])[C@H:6]3[CH2:5][CH:4]=[CH:3]2)[CH:11]=1. The yield is 0.440. (3) The reactants are [Cl:1][C:2]1[CH:7]=[CH:6][C:5]([C:8]2[S:12][C:11]([C:13]([OH:15])=[O:14])=[CH:10][CH:9]=2)=[CH:4][CH:3]=1.[Li]CCCC.CN([CH:24]=[O:25])C.Cl. The catalyst is C1COCC1. The product is [Cl:1][C:2]1[CH:3]=[CH:4][C:5]([C:8]2[S:12][C:11]([C:13]([OH:15])=[O:14])=[C:10]([CH:24]=[O:25])[CH:9]=2)=[CH:6][CH:7]=1. The yield is 0.650. (4) The reactants are Cl[C:2]1[C:7]([N+:8]([O-:10])=[O:9])=[C:6]([Cl:11])[N:5]=[C:4]([CH3:12])[N:3]=1.[CH3:13][NH:14][CH3:15]. The catalyst is C(OCC)(=O)C. The product is [Cl:11][C:6]1[N:5]=[C:4]([CH3:12])[N:3]=[C:2]([N:14]([CH3:15])[CH3:13])[C:7]=1[N+:8]([O-:10])=[O:9]. The yield is 0.310.